This data is from Full USPTO retrosynthesis dataset with 1.9M reactions from patents (1976-2016). The task is: Predict the reactants needed to synthesize the given product. (1) Given the product [Cl:28][C:29]1[CH:30]=[C:31]([C:32]2[O:1][N:2]=[C:3]([C:4]3[CH:12]=[CH:11][CH:10]=[C:9]4[C:5]=3[CH:6]=[N:7][N:8]4[CH2:13][CH2:14][C:15]([O:17][CH2:18][CH3:19])=[O:16])[N:20]=2)[CH:35]=[CH:36][C:37]=1[O:38][CH:39]([CH3:40])[CH3:41], predict the reactants needed to synthesize it. The reactants are: [OH:1][NH:2][C:3](=[NH:20])[C:4]1[CH:12]=[CH:11][CH:10]=[C:9]2[C:5]=1[CH:6]=[N:7][N:8]2[CH2:13][CH2:14][C:15]([O:17][CH2:18][CH3:19])=[O:16].C(N(CC)CC)C.[Cl:28][C:29]1[CH:30]=[C:31]([CH:35]=[CH:36][C:37]=1[O:38][CH:39]([CH3:41])[CH3:40])[C:32](Cl)=O. (2) Given the product [N+:11]([C:14]1[CH:15]=[CH:16][C:17]([C:18]([N:4]2[CH2:5][CH2:6][S:2][CH:3]2[C:7]([O:9][CH3:10])=[O:8])=[O:19])=[CH:21][CH:22]=1)([O-:13])=[O:12], predict the reactants needed to synthesize it. The reactants are: Cl.[S:2]1[CH2:6][CH2:5][NH:4][CH:3]1[C:7]([O:9][CH3:10])=[O:8].[N+:11]([C:14]1[CH:22]=[CH:21][C:17]([C:18](Cl)=[O:19])=[CH:16][CH:15]=1)([O-:13])=[O:12]. (3) Given the product [C:10]([O:14][C:15](=[O:16])[NH:17][C:18]1[CH:26]=[CH:25][CH:24]=[CH:23][C:19]=1[C:20]([N:69]1[CH2:68][CH2:67][N:66]([C:49](=[O:48])[CH2:50][NH:51][C:52]([C:54]2[CH:59]=[CH:58][C:57]([C:60]3[CH:65]=[CH:64][CH:63]=[CH:62][CH:61]=3)=[CH:56][CH:55]=2)=[O:53])[CH2:71][CH2:70]1)=[O:22])([CH3:11])([CH3:12])[CH3:13], predict the reactants needed to synthesize it. The reactants are: CCN(C(C)C)C(C)C.[C:10]([O:14][C:15]([NH:17][C:18]1[CH:26]=[CH:25][CH:24]=[CH:23][C:19]=1[C:20]([OH:22])=O)=[O:16])([CH3:13])([CH3:12])[CH3:11].C1C=CC2N(O)N=NC=2C=1.CCN=C=NCCCN(C)C.[O:48]=[C:49]([N:66]1[CH2:71][CH2:70][NH:69][CH2:68][CH2:67]1)[CH2:50][NH:51][C:52]([C:54]1[CH:59]=[CH:58][C:57]([C:60]2[CH:65]=[CH:64][CH:63]=[CH:62][CH:61]=2)=[CH:56][CH:55]=1)=[O:53]. (4) Given the product [CH3:19][C:20]1[CH:21]=[C:22]([N:27]2[CH2:28][CH2:29][N:30]([CH2:14][CH2:13][CH2:12][C:11]3[N:7]([C:1]4[CH:6]=[CH:5][CH:4]=[CH:3][CH:2]=4)[N:8]=[C:9]([CH2:16][CH2:17][CH3:18])[CH:10]=3)[CH2:31][CH2:32]2)[CH:23]=[CH:24][C:25]=1[CH3:26], predict the reactants needed to synthesize it. The reactants are: [C:1]1([N:7]2[C:11]([CH2:12][CH2:13][CH:14]=O)=[CH:10][C:9]([CH2:16][CH2:17][CH3:18])=[N:8]2)[CH:6]=[CH:5][CH:4]=[CH:3][CH:2]=1.[CH3:19][C:20]1[CH:21]=[C:22]([N:27]2[CH2:32][CH2:31][NH:30][CH2:29][CH2:28]2)[CH:23]=[CH:24][C:25]=1[CH3:26].CCN(C(C)C)C(C)C.[BH-](OC(C)=O)(OC(C)=O)OC(C)=O.[Na+]. (5) Given the product [Br:18][CH2:15][C:12]1[CH:13]=[CH:14][C:9]([C:3]([OH:8])([C:4]([F:6])([F:5])[F:7])[C:2]([F:16])([F:17])[F:1])=[CH:10][CH:11]=1, predict the reactants needed to synthesize it. The reactants are: [F:1][C:2]([F:17])([F:16])[C:3]([C:9]1[CH:14]=[CH:13][C:12]([CH3:15])=[CH:11][CH:10]=1)([OH:8])[C:4]([F:7])([F:6])[F:5].[Br:18]N1C(=O)CCC1=O. (6) Given the product [Cl:1][C:2]1[C:10]([C:12]2[CH:17]=[CH:16][CH:15]=[CH:14][CH:13]=2)=[C:5]2[CH:6]=[CH:7][CH:8]=[CH:9][N:4]2[N:3]=1, predict the reactants needed to synthesize it. The reactants are: [Cl:1][C:2]1[C:10](I)=[C:5]2[CH:6]=[CH:7][CH:8]=[CH:9][N:4]2[N:3]=1.[C:12]1(B(O)O)[CH:17]=[CH:16][CH:15]=[CH:14][CH:13]=1.C(=O)([O-])[O-].[Cs+].[Cs+].C1(P(C2C=CC=CC=2)C2C=CC=CC=2)C=CC=CC=1. (7) Given the product [C:1]([C:4]1[CH:13]=[CH:12][C:7]2[N:8]([CH2:21][O:20][CH2:19][CH2:18][Si:17]([CH3:24])([CH3:23])[CH3:16])[C:9](=[O:11])[S:10][C:6]=2[CH:5]=1)(=[O:3])[CH3:2], predict the reactants needed to synthesize it. The reactants are: [C:1]([C:4]1[CH:13]=[CH:12][C:7]2[NH:8][C:9](=[O:11])[S:10][C:6]=2[CH:5]=1)(=[O:3])[CH3:2].[H-].[Na+].[CH3:16][Si:17]([CH3:24])([CH3:23])[CH2:18][CH2:19][O:20][CH2:21]Cl. (8) Given the product [Cl:1][C:2]1[CH:7]=[C:6]([Cl:8])[CH:5]=[CH:4][C:3]=1[CH:9]1[C:14]2=[N:15][C:16]3[C:17](=[C:18]([N:22]([CH2:25][CH3:26])[CH2:23][CH3:24])[CH:19]=[CH:20][CH:21]=3)[N:13]2[CH2:12][CH2:11][NH:10]1, predict the reactants needed to synthesize it. The reactants are: [Cl:1][C:2]1[CH:7]=[C:6]([Cl:8])[CH:5]=[CH:4][C:3]=1[CH:9]1[C:14]2=[N:15][C:16]3[CH:21]=[CH:20][CH:19]=[C:18]([N:22]([CH2:25][CH3:26])[CH2:23][CH3:24])[C:17]=3[N:13]2[CH2:12][CH2:11][N:10]1C(OC(C)(C)C)=O.Cl. (9) Given the product [Cl:19][C:20]1[CH:21]=[CH:22][C:23]([C:26]2[CH2:27][CH2:28][N:29]([C@H:11]([CH3:12])[C@:9]([C:3]3[CH:4]=[CH:5][C:6]([F:8])=[CH:7][C:2]=3[F:1])([OH:10])[CH2:13][N:14]3[CH:18]=[N:17][CH:16]=[N:15]3)[CH2:30][CH:31]=2)=[N:24][CH:25]=1, predict the reactants needed to synthesize it. The reactants are: [F:1][C:2]1[CH:7]=[C:6]([F:8])[CH:5]=[CH:4][C:3]=1[C@@:9]1([CH2:13][N:14]2[CH:18]=[N:17][CH:16]=[N:15]2)[C@H:11]([CH3:12])[O:10]1.[Cl:19][C:20]1[CH:21]=[CH:22][C:23]([C:26]2[CH2:27][CH2:28][NH:29][CH2:30][CH:31]=2)=[N:24][CH:25]=1.O.O.O.Cl([O-])(=O)(=O)=O.[Li+].